This data is from hERG Central: cardiac toxicity at 1µM, 10µM, and general inhibition. The task is: Predict hERG channel inhibition at various concentrations. The compound is CCn1cc(CN2CCC(C(=O)Nc3cccc(-c4cccc(Cl)c4)c3)CC2)cn1. Results: hERG_inhib (hERG inhibition (general)): blocker.